Dataset: Forward reaction prediction with 1.9M reactions from USPTO patents (1976-2016). Task: Predict the product of the given reaction. (1) Given the reactants [CH:1]12[CH2:10][CH:5]3[CH2:6][CH:7]([CH2:9][CH:3]([CH2:4]3)[CH:2]1[N:11]([CH3:26])[CH2:12][CH:13]([OH:25])[CH2:14][O:15][C:16]1[CH:24]=[CH:23][CH:22]=[CH:21][C:17]=1[C:18](O)=[O:19])[CH2:8]2.CCN=C=NCCCN(C)C.Cl.C1C=CC2N(O)N=NC=2C=1.CCN(C(C)C)C(C)C.[F:58][C:59]([F:72])([F:71])[C:60]1([C:63]2[CH:70]=[CH:69][C:66]([CH2:67][NH2:68])=[CH:65][CH:64]=2)[N:62]=[N:61]1, predict the reaction product. The product is: [CH:1]12[CH2:10][CH:5]3[CH2:6][CH:7]([CH2:9][CH:3]([CH2:4]3)[CH:2]1[N:11]([CH3:26])[CH2:12][CH:13]([OH:25])[CH2:14][O:15][C:16]1[CH:24]=[CH:23][CH:22]=[CH:21][C:17]=1[C:18]([NH:68][CH2:67][C:66]1[CH:69]=[CH:70][C:63]([C:60]3([C:59]([F:72])([F:71])[F:58])[N:62]=[N:61]3)=[CH:64][CH:65]=1)=[O:19])[CH2:8]2. (2) Given the reactants [Br:1][C:2]1[CH:3]=[CH:4][C:5](F)=[C:6]([CH:9]=1)[CH:7]=[O:8].Cl.[CH3:12][O:13][C:14]([CH:16]1[CH2:20][CH2:19][NH:18][CH2:17]1)=[O:15].C(=O)([O-])[O-].[K+].[K+].O, predict the reaction product. The product is: [Br:1][C:2]1[CH:3]=[CH:4][C:5]([N:18]2[CH2:19][CH2:20][CH:16]([C:14]([O:13][CH3:12])=[O:15])[CH2:17]2)=[C:6]([CH:7]=[O:8])[CH:9]=1. (3) Given the reactants [N+:1]([C:4]1[CH:5]=[C:6]2[C:10](=[CH:11][CH:12]=1)[NH:9][CH:8]=[CH:7]2)([O-:3])=[O:2].[CH3:13][N:14]1[CH2:19][CH2:18][C:17](=O)[CH2:16][CH2:15]1.C[O-].[Na+], predict the reaction product. The product is: [CH3:13][N:14]1[CH2:15][CH:16]=[C:17]([C:7]2[C:6]3[C:10](=[CH:11][CH:12]=[C:4]([N+:1]([O-:3])=[O:2])[CH:5]=3)[NH:9][CH:8]=2)[CH2:18][CH2:19]1. (4) Given the reactants C1(P(C2C=CC=CC=2)C2C=CC=CC=2)C=CC=CC=1.BrN1C(=O)CCC1=O.[Cl:28][C:29]1[CH:37]=[C:36]2[C:32]([C:33]([C:41]([OH:43])=O)=[CH:34][N:35]2[CH:38]([CH3:40])[CH3:39])=[CH:31][CH:30]=1.[NH2:44][C:45]1[S:46][CH:47]=[CH:48][N:49]=1, predict the reaction product. The product is: [S:46]1[CH:47]=[CH:48][N:49]=[C:45]1[NH:44][C:41]([C:33]1[C:32]2[C:36](=[CH:37][C:29]([Cl:28])=[CH:30][CH:31]=2)[N:35]([CH:38]([CH3:39])[CH3:40])[CH:34]=1)=[O:43]. (5) Given the reactants [Cl:1][C:2]1[CH:7]=[CH:6][C:5]([CH2:8][CH:9]([N:16]2[CH2:20][CH2:19][NH:18][CH2:17]2)[C:10](=[O:15])[CH:11]([CH3:14])[CH2:12][CH3:13])=[CH:4][CH:3]=1.Br[CH2:22][CH2:23][CH:24]=[C:25]1[C:31]2[CH:32]=[CH:33][CH:34]=[N:35][C:30]=2[CH2:29][O:28][C:27]2[CH:36]=[CH:37][C:38]([C:40]([OH:43])([CH3:42])[CH3:41])=[CH:39][C:26]1=2, predict the reaction product. The product is: [Cl:1][C:2]1[CH:7]=[CH:6][C:5]([CH2:8][CH:9]([N:16]2[CH2:20][CH2:19][N:18]([CH2:22][CH2:23][CH:24]=[C:25]3[C:31]4[CH:32]=[CH:33][CH:34]=[N:35][C:30]=4[CH2:29][O:28][C:27]4[CH:36]=[CH:37][C:38]([C:40]([OH:43])([CH3:42])[CH3:41])=[CH:39][C:26]3=4)[CH2:17]2)[C:10](=[O:15])[CH:11]([CH3:14])[CH2:12][CH3:13])=[CH:4][CH:3]=1. (6) Given the reactants [CH3:1][O:2][C:3](=[O:9])[C:4]([CH3:8])([CH3:7])[CH2:5][OH:6].ClC([O-])=O.[NH+]1C=CC=CC=1, predict the reaction product. The product is: [CH3:1][O:2][C:3](=[O:9])[C:4]([CH3:8])([CH3:7])[CH:5]=[O:6]. (7) Given the reactants C([BH-](CC)CC)C.[Li+].ClC1C=C(C=CC=1)[O:13][CH2:14][C@@H:15]1[N:19]([CH3:20])[C:18](=[O:21])[CH2:17][C@@H:16]1[C:22]1[CH:27]=[CH:26][CH:25]=[CH:24][CH:23]=1.C([C@@H]1N(C)C(=O)C[C@@H]1C1C=CC=CC=1)=[O:32].[C:46]1([C:52]2[S:53][CH:54]=[CH:55][CH:56]=2)[CH:51]=[CH:50][CH:49]=[CH:48][CH:47]=1.[Li]CCCC.N1CCCC1=O.CCCC[N+](CCCC)(CCCC)CCCC.[F-], predict the reaction product. The product is: [OH:13][C@H:14]([C:54]1[S:53][C:52]([C:46]2[CH:47]=[CH:48][CH:49]=[CH:50][CH:51]=2)=[CH:56][CH:55]=1)[C@@H:15]1[N:19]([CH3:20])[C:18](=[O:21])[CH2:17][C@@H:16]1[C:22]1[CH:23]=[CH:24][C:25]([OH:32])=[CH:26][CH:27]=1. (8) Given the reactants [CH3:1][O:2][C:3]1[C:4](=[O:37])[C:5]([CH3:36])=[C:6]([CH2:12][C:13]2[CH:14]=[CH:15][C:16]([O:32]C(=O)C)=[C:17]([CH:31]=2)[C:18]([NH:20][C:21]2[CH:26]=[CH:25][C:24]([O:27][CH3:28])=[C:23]([O:29][CH3:30])[CH:22]=2)=[O:19])[C:7](=[O:11])[C:8]=1[O:9][CH3:10].C(=O)([O-])O.[Na+], predict the reaction product. The product is: [CH3:1][O:2][C:3]1[C:4](=[O:37])[C:5]([CH3:36])=[C:6]([CH2:12][C:13]2[CH:14]=[CH:15][C:16]([OH:32])=[C:17]([CH:31]=2)[C:18]([NH:20][C:21]2[CH:26]=[CH:25][C:24]([O:27][CH3:28])=[C:23]([O:29][CH3:30])[CH:22]=2)=[O:19])[C:7](=[O:11])[C:8]=1[O:9][CH3:10].